Predict the reactants needed to synthesize the given product. From a dataset of Full USPTO retrosynthesis dataset with 1.9M reactions from patents (1976-2016). (1) Given the product [F:25][C:26]1[CH:27]=[N:28][C:29]([C@@H:32]([NH:34][C:2]2[N:7]=[C:6]3[NH:8][N:9]=[CH:10][C:5]3=[C:4]([NH:17][C:18]3[N:19]=[CH:20][N:21]([CH3:23])[CH:22]=3)[N:3]=2)[CH3:33])=[N:30][CH:31]=1, predict the reactants needed to synthesize it. The reactants are: Cl[C:2]1[N:7]=[C:6]2[N:8](C3CCCCO3)[N:9]=[CH:10][C:5]2=[C:4]([NH:17][C:18]2[N:19]=[CH:20][N:21]([CH3:23])[CH:22]=2)[N:3]=1.Cl.[F:25][C:26]1[CH:27]=[N:28][C:29]([C@@H:32]([NH2:34])[CH3:33])=[N:30][CH:31]=1.C(N(CC)CC)C. (2) Given the product [O:27]1[CH:28]=[CH:29][CH:30]=[C:26]1[C:24]1[N:25]=[C:18]2[N:17]=[C:16]([N:9]3[CH2:15][CH2:14][CH2:13][N:12]([CH2:2][C:3]4[CH:8]=[CH:7][CH:6]=[CH:5][N:4]=4)[CH2:11][CH2:10]3)[N:21]=[C:20]([NH2:22])[N:19]2[N:23]=1, predict the reactants needed to synthesize it. The reactants are: Cl[CH2:2][C:3]1[CH:8]=[CH:7][CH:6]=[CH:5][N:4]=1.[N:9]1([C:16]2[N:21]=[C:20]([NH2:22])[N:19]3[N:23]=[C:24]([C:26]4[O:27][CH:28]=[CH:29][CH:30]=4)[N:25]=[C:18]3[N:17]=2)[CH2:15][CH2:14][CH2:13][NH:12][CH2:11][CH2:10]1.CCN(CC)CC. (3) Given the product [C:1]([Si:5]([C:17]1[CH:22]=[CH:21][CH:20]=[CH:19][CH:18]=1)([C:23]1[CH:24]=[CH:25][CH:26]=[CH:27][CH:28]=1)[O:6][C@@H:7]1[CH2:11][C@H:10]([C:30]#[N:29])[C@@H:9]([O:13][CH:14]([CH3:15])[CH3:16])[CH2:8]1)([CH3:4])([CH3:2])[CH3:3], predict the reactants needed to synthesize it. The reactants are: [C:1]([Si:5]([C:23]1[CH:28]=[CH:27][CH:26]=[CH:25][CH:24]=1)([C:17]1[CH:22]=[CH:21][CH:20]=[CH:19][CH:18]=1)[O:6][C@@H:7]1[CH2:11][C@@H:10](O)[C@@H:9]([O:13][CH:14]([CH3:16])[CH3:15])[CH2:8]1)([CH3:4])([CH3:3])[CH3:2].[N:29]1C=CC=C[CH:30]=1.FC(F)(F)S(OS(C(F)(F)F)(=O)=O)(=O)=O. (4) Given the product [N:21]1[CH:22]=[CH:23][CH:24]=[CH:25][C:20]=1[C:2]1[NH:3][N:4]=[C:5]([CH:7]2[CH2:12][CH2:11][N:10]([C:13]([O:15][C:16]([CH3:19])([CH3:18])[CH3:17])=[O:14])[CH2:9][CH2:8]2)[N:1]=1, predict the reactants needed to synthesize it. The reactants are: [NH2:1]/[C:2](/[C:20]1[CH:25]=[CH:24][CH:23]=[CH:22][N:21]=1)=[N:3]\[NH:4][C:5]([CH:7]1[CH2:12][CH2:11][N:10]([C:13]([O:15][C:16]([CH3:19])([CH3:18])[CH3:17])=[O:14])[CH2:9][CH2:8]1)=O. (5) Given the product [Cl:13][C:4]1[C:5]([C:6]([O:8][CH3:9])=[O:7])=[CH:10][C:11]([F:12])=[C:2]([CH:3]=1)[C:19]([O:21][C:22]([CH3:25])([CH3:24])[CH3:23])=[O:20], predict the reactants needed to synthesize it. The reactants are: Br[C:2]1[C:11]([F:12])=[CH:10][C:5]([C:6]([O:8][CH3:9])=[O:7])=[C:4]([Cl:13])[CH:3]=1.C([Mg]Cl)(C)C.[C:19](O[C:19]([O:21][C:22]([CH3:25])([CH3:24])[CH3:23])=[O:20])([O:21][C:22]([CH3:25])([CH3:24])[CH3:23])=[O:20].